This data is from Forward reaction prediction with 1.9M reactions from USPTO patents (1976-2016). The task is: Predict the product of the given reaction. Given the reactants [OH:1][CH2:2][C:3]1([CH3:31])[S:9][CH2:8][CH2:7][N:6]2[C:10]([C:13]3([C:16]4[CH:21]=[CH:20][C:19]([C:22]5[CH:30]=[CH:29][C:25]([C:26](O)=[O:27])=[CH:24][N:23]=5)=[CH:18][CH:17]=4)[CH2:15][CH2:14]3)=[N:11][N:12]=[C:5]2[CH2:4]1.Cl.[CH3:33][NH:34][CH3:35].Cl.C(N=C=NCCCN(C)C)C.C(=O)([O-])O.[Na+], predict the reaction product. The product is: [OH:1][CH2:2][C:3]1([CH3:31])[S:9][CH2:8][CH2:7][N:6]2[C:10]([C:13]3([C:16]4[CH:17]=[CH:18][C:19]([C:22]5[CH:30]=[CH:29][C:25]([C:26]([N:34]([CH3:35])[CH3:33])=[O:27])=[CH:24][N:23]=5)=[CH:20][CH:21]=4)[CH2:14][CH2:15]3)=[N:11][N:12]=[C:5]2[CH2:4]1.